Dataset: NCI-60 drug combinations with 297,098 pairs across 59 cell lines. Task: Regression. Given two drug SMILES strings and cell line genomic features, predict the synergy score measuring deviation from expected non-interaction effect. (1) Drug 1: CC1=C(C(=CC=C1)Cl)NC(=O)C2=CN=C(S2)NC3=CC(=NC(=N3)C)N4CCN(CC4)CCO. Drug 2: C1=NC2=C(N1)C(=S)N=CN2. Cell line: M14. Synergy scores: CSS=17.3, Synergy_ZIP=8.10, Synergy_Bliss=14.4, Synergy_Loewe=-6.90, Synergy_HSA=-0.333. (2) Drug 1: CCCS(=O)(=O)NC1=C(C(=C(C=C1)F)C(=O)C2=CNC3=C2C=C(C=N3)C4=CC=C(C=C4)Cl)F. Drug 2: CC(C)CN1C=NC2=C1C3=CC=CC=C3N=C2N. Cell line: MOLT-4. Synergy scores: CSS=-6.57, Synergy_ZIP=1.77, Synergy_Bliss=-3.97, Synergy_Loewe=-7.64, Synergy_HSA=-7.58. (3) Synergy scores: CSS=28.3, Synergy_ZIP=-0.639, Synergy_Bliss=-0.170, Synergy_Loewe=1.49, Synergy_HSA=2.56. Drug 2: C1CN1P(=S)(N2CC2)N3CC3. Cell line: BT-549. Drug 1: CC1C(C(=O)NC(C(=O)N2CCCC2C(=O)N(CC(=O)N(C(C(=O)O1)C(C)C)C)C)C(C)C)NC(=O)C3=C4C(=C(C=C3)C)OC5=C(C(=O)C(=C(C5=N4)C(=O)NC6C(OC(=O)C(N(C(=O)CN(C(=O)C7CCCN7C(=O)C(NC6=O)C(C)C)C)C)C(C)C)C)N)C. (4) Drug 1: C1CN(P(=O)(OC1)NCCCl)CCCl. Drug 2: CC(C)CN1C=NC2=C1C3=CC=CC=C3N=C2N. Cell line: ACHN. Synergy scores: CSS=0.432, Synergy_ZIP=1.19, Synergy_Bliss=3.55, Synergy_Loewe=1.65, Synergy_HSA=1.56. (5) Drug 1: COC1=CC(=CC(=C1O)OC)C2C3C(COC3=O)C(C4=CC5=C(C=C24)OCO5)OC6C(C(C7C(O6)COC(O7)C8=CC=CS8)O)O. Drug 2: CCC1(C2=C(COC1=O)C(=O)N3CC4=CC5=C(C=CC(=C5CN(C)C)O)N=C4C3=C2)O.Cl. Cell line: SW-620. Synergy scores: CSS=30.7, Synergy_ZIP=-11.7, Synergy_Bliss=-11.2, Synergy_Loewe=-10.7, Synergy_HSA=-7.47. (6) Synergy scores: CSS=55.0, Synergy_ZIP=2.01, Synergy_Bliss=3.48, Synergy_Loewe=0.0576, Synergy_HSA=3.13. Drug 2: CC1C(C(CC(O1)OC2CC(CC3=C2C(=C4C(=C3O)C(=O)C5=C(C4=O)C(=CC=C5)OC)O)(C(=O)CO)O)N)O.Cl. Drug 1: CC1C(C(CC(O1)OC2CC(OC(C2O)C)OC3=CC4=CC5=C(C(=O)C(C(C5)C(C(=O)C(C(C)O)O)OC)OC6CC(C(C(O6)C)O)OC7CC(C(C(O7)C)O)OC8CC(C(C(O8)C)O)(C)O)C(=C4C(=C3C)O)O)O)O. Cell line: SNB-75. (7) Drug 1: COC1=C2C(=CC3=C1OC=C3)C=CC(=O)O2. Drug 2: N.N.Cl[Pt+2]Cl. Cell line: SR. Synergy scores: CSS=49.8, Synergy_ZIP=-1.25, Synergy_Bliss=-1.13, Synergy_Loewe=-4.79, Synergy_HSA=-0.503.